From a dataset of Forward reaction prediction with 1.9M reactions from USPTO patents (1976-2016). Predict the product of the given reaction. (1) Given the reactants CCN(C(C)C)C(C)C.[CH2:10]([O:12][C:13]([C:15]1[CH:16]=[N:17][N:18]([C:20]2[NH:29][C:28](=[O:30])[C:27]3[C:22](=[CH:23][CH:24]=[C:25]([N+:31]([O-:33])=[O:32])[CH:26]=3)[N:21]=2)[CH:19]=1)=[O:14])[CH3:11].[N+](C1C=C2C(=CC=1)N=C(N1C=C(C(O)=O)C=N1)NC2=O)([O-])=O.Cl[CH2:57][O:58][CH2:59][CH2:60][Si:61]([CH3:64])([CH3:63])[CH3:62], predict the reaction product. The product is: [CH2:10]([O:12][C:13]([C:15]1[CH:16]=[N:17][N:18]([C:20]2[N:29]([CH2:57][O:58][CH2:59][CH2:60][Si:61]([CH3:64])([CH3:63])[CH3:62])[C:28](=[O:30])[C:27]3[C:22](=[CH:23][CH:24]=[C:25]([N+:31]([O-:33])=[O:32])[CH:26]=3)[N:21]=2)[CH:19]=1)=[O:14])[CH3:11]. (2) Given the reactants [NH2:1][C@@H:2]1[CH2:8][CH2:7][C@@H:6]([C:9]2[CH:14]=[CH:13][CH:12]=[C:11]([F:15])[C:10]=2[F:16])[CH2:5][N:4]([CH2:17][CH3:18])[C:3]1=[O:19].C(N(CC)C(C)C)(C)C.[CH:29]1[CH:34]=[CH:33][C:32]([O:35][C:36](OC2C=CC=CC=2)=[N:37][C:38]#[N:39])=[CH:31][CH:30]=1, predict the reaction product. The product is: [C:38]([N:37]=[C:36]([O:35][C:32]1[CH:33]=[CH:34][CH:29]=[CH:30][CH:31]=1)[NH:1][C@@H:2]1[CH2:8][CH2:7][C@@H:6]([C:9]2[CH:14]=[CH:13][CH:12]=[C:11]([F:15])[C:10]=2[F:16])[CH2:5][N:4]([CH2:17][CH3:18])[C:3]1=[O:19])#[N:39]. (3) Given the reactants [F:1][C:2]1[CH:7]=[C:6]([C:8]([CH3:10])=[CH2:9])[CH:5]=[CH:4][C:3]=1[S:11]([NH:14][C:15]1[CH:20]=[CH:19][C:18]([C@@H:21]2[CH2:25][CH2:24][N:23]([CH2:26][CH2:27][CH3:28])[CH2:22]2)=[CH:17][CH:16]=1)(=[O:13])=[O:12], predict the reaction product. The product is: [F:1][C:2]1[CH:7]=[C:6]([CH:8]([CH3:10])[CH3:9])[CH:5]=[CH:4][C:3]=1[S:11]([NH:14][C:15]1[CH:20]=[CH:19][C:18]([C@@H:21]2[CH2:25][CH2:24][N:23]([CH2:26][CH2:27][CH3:28])[CH2:22]2)=[CH:17][CH:16]=1)(=[O:12])=[O:13].